Dataset: M1 muscarinic receptor antagonist screen with 61,756 compounds. Task: Binary Classification. Given a drug SMILES string, predict its activity (active/inactive) in a high-throughput screening assay against a specified biological target. (1) The drug is OC(c1n(c[n+](c1)C)C)c1ccccc1. The result is 0 (inactive). (2) The molecule is S(=O)(=O)(N1CC(CC(C1)C)C)c1cc2oc(=O)n(c2cc1)CC(=O)N1CCOCC1. The result is 0 (inactive).